Dataset: Catalyst prediction with 721,799 reactions and 888 catalyst types from USPTO. Task: Predict which catalyst facilitates the given reaction. (1) Reactant: [CH2:1]([O:3][C:4](=[O:24])/[CH:5]=[CH:6]/[C@H:7]1[CH2:12][CH2:11][C@H:10]([CH2:13][CH2:14][N:15]([C:17]([O:19][C:20]([CH3:23])([CH3:22])[CH3:21])=[O:18])[CH3:16])[CH2:9][CH2:8]1)[CH3:2]. Product: [CH2:1]([O:3][C:4](=[O:24])[CH2:5][CH2:6][C@H:7]1[CH2:12][CH2:11][C@H:10]([CH2:13][CH2:14][N:15]([C:17]([O:19][C:20]([CH3:23])([CH3:22])[CH3:21])=[O:18])[CH3:16])[CH2:9][CH2:8]1)[CH3:2]. The catalyst class is: 19. (2) Reactant: [C:1]([O:5][C:6]([N:8]1[CH:16]2[CH:11]([CH2:12][N:13](CC3C=CC=CC=3)[CH2:14][CH2:15]2)[CH2:10][CH2:9]1)=[O:7])([CH3:4])([CH3:3])[CH3:2]. Product: [C:1]([O:5][C:6]([N:8]1[CH:16]2[CH:11]([CH2:12][NH:13][CH2:14][CH2:15]2)[CH2:10][CH2:9]1)=[O:7])([CH3:4])([CH3:2])[CH3:3]. The catalyst class is: 723.